This data is from Forward reaction prediction with 1.9M reactions from USPTO patents (1976-2016). The task is: Predict the product of the given reaction. Given the reactants [CH3:1][Mg]Br.[CH2:4]1[C:19]2[C:14](=[CH:15][CH:16]=[CH:17][CH:18]=2)[C:12](=O)[C:11]2[C:6](=[CH:7][CH:8]=[CH:9][CH:10]=2)[CH2:5]1, predict the reaction product. The product is: [CH2:1]=[C:12]1[C:14]2[CH:15]=[CH:16][CH:17]=[CH:18][C:19]=2[CH2:4][CH2:5][C:6]2[CH:7]=[CH:8][CH:9]=[CH:10][C:11]1=2.